Dataset: Retrosynthesis with 50K atom-mapped reactions and 10 reaction types from USPTO. Task: Predict the reactants needed to synthesize the given product. (1) Given the product CCCCCCCCC(=O)Nc1ccn([C@@H]2O[C@H](CO)[C@@H](O)[C@@H]2O)c(=O)n1, predict the reactants needed to synthesize it. The reactants are: CCCCCCCCC(=O)OC(=O)CCCCCCCC.Nc1ccn([C@@H]2O[C@H](CO)[C@@H](O)[C@@H]2O)c(=O)n1. (2) Given the product Fc1cc(F)nc(NCc2ccccc2)n1, predict the reactants needed to synthesize it. The reactants are: Fc1cc(F)nc(F)n1.NCc1ccccc1. (3) Given the product COC(=O)c1ccc(C)c(N2C(=O)CCc3c(-c4ccccc4Cl)cc(O)cc32)c1, predict the reactants needed to synthesize it. The reactants are: COC(=O)c1ccc(C)c(N2C(=O)CCc3c(-c4ccccc4Cl)cc(OC)cc32)c1. (4) Given the product CCOc1ccc(N)cc1-c1nc2cccnc2c(=O)[nH]1, predict the reactants needed to synthesize it. The reactants are: CCOc1ccc([N+](=O)[O-])cc1-c1nc2cccnc2c(=O)[nH]1. (5) Given the product CCn1cncc1C(=O)c1cccc(C#N)c1, predict the reactants needed to synthesize it. The reactants are: CCn1cncc1C(O)c1cccc(C#N)c1.